From a dataset of Forward reaction prediction with 1.9M reactions from USPTO patents (1976-2016). Predict the product of the given reaction. (1) The product is: [OH:17][C:11]1[CH:12]=[CH:13][CH:14]=[CH:15][C:10]=1[C:6]1[N:5]([CH2:21][CH2:22][C:23]2[CH:28]=[CH:27][CH:26]=[CH:25][CH:24]=2)[C:4](=[O:30])[C:48]([CH2:47][CH:46]([CH3:45])[CH3:51])=[C:49]([CH2:44][CH2:41][O:40][CH2:33][C:34]2[CH:35]=[CH:36][CH:37]=[CH:38][CH:39]=2)[N:7]=1. Given the reactants C(C1[C:4](=[O:30])[N:5]([CH2:21][CH2:22][C:23]2[CH:28]=[CH:27][CH:26]=[CH:25][C:24]=2F)[C:6]([C:10]2[CH:15]=[CH:14][CH:13]=[C:12](F)[C:11]=2[O:17]COC)=[N:7]C=1C)C.ClC[CH:33]([O:40][CH:41]([C:44]1[CH:49]=[CH:48][CH:47]=[CH:46][CH:45]=1)CCl)[C:34]1[CH:39]=[CH:38][CH:37]=[CH:36][CH:35]=1.I[CH3:51], predict the reaction product. (2) Given the reactants [Cl:1][C:2]1[N:7]=[C:6]([S:8][CH3:9])[N:5]=[C:4]([C:10]2[C:18]3[C:13](=[N:14][CH:15]=[CH:16][CH:17]=3)[N:12]([S:19]([C:22]3[CH:27]=[CH:26][CH:25]=[CH:24][CH:23]=3)(=[O:21])=[O:20])[CH:11]=2)[CH:3]=1.[OH:28]OS([O-])=O.[K+].[OH2:34], predict the reaction product. The product is: [Cl:1][C:2]1[N:7]=[C:6]([S:8]([CH3:9])(=[O:28])=[O:34])[N:5]=[C:4]([C:10]2[C:18]3[C:13](=[N:14][CH:15]=[CH:16][CH:17]=3)[N:12]([S:19]([C:22]3[CH:27]=[CH:26][CH:25]=[CH:24][CH:23]=3)(=[O:21])=[O:20])[CH:11]=2)[CH:3]=1. (3) The product is: [O:83]=[S:2]1(=[O:1])[CH2:3][CH2:4][N:5]([CH:8]([C:13]2[CH:18]=[CH:17][CH:16]=[C:15]([C:19]3[CH:20]=[C:21]4[C:27]([C:28]5[CH:33]=[CH:32][CH:31]=[CH:30][C:29]=5[O:34][CH3:35])=[CH:26][NH:25][C:22]4=[N:23][CH:24]=3)[CH:14]=2)[CH2:9][C:10]([N:48]([CH3:49])[CH3:47])=[O:11])[CH2:6][CH2:7]1. Given the reactants [O:1]=[S:2]1(=O)[CH2:7][CH2:6][N:5]([CH:8]([C:13]2[CH:18]=[CH:17][CH:16]=[C:15]([C:19]3[CH:20]=[C:21]4[C:27]([C:28]5[CH:33]=[CH:32][CH:31]=[CH:30][C:29]=5[O:34][CH3:35])=[CH:26][N:25](S(C5C=CC(C)=CC=5)(=O)=O)[C:22]4=[N:23][CH:24]=3)[CH:14]=2)[CH2:9][C:10](O)=[O:11])[CH2:4][CH2:3]1.[CH3:47][NH:48][CH3:49].C(N(C(C)C)CC)(C)C.F[P-](F)(F)(F)(F)F.N1(OC(N(C)C)=[N+](C)C)C2N=CC=CC=2N=N1.[OH-:83].[K+], predict the reaction product. (4) Given the reactants [F:1][C:2]([F:26])([F:25])[CH2:3][NH:4][C:5]([C:7]1([CH2:20][CH2:21][CH2:22][CH2:23]Br)[C:19]2[CH:18]=[CH:17][CH:16]=[CH:15][C:14]=2[C:13]2[C:8]1=[CH:9][CH:10]=[CH:11][CH:12]=2)=[O:6].[Cl:27][C:28]1[CH:37]=[CH:36][CH:35]=[C:34]2[C:29]=1[N:30]=[CH:31][C:32]([N:38]1[CH2:43][CH2:42][NH:41][CH2:40][CH2:39]1)=[N:33]2, predict the reaction product. The product is: [F:1][C:2]([F:26])([F:25])[CH2:3][NH:4][C:5]([C:7]1([CH2:20][CH2:21][CH2:22][CH2:23][N:41]2[CH2:42][CH2:43][N:38]([C:32]3[CH:31]=[N:30][C:29]4[C:34](=[CH:35][CH:36]=[CH:37][C:28]=4[Cl:27])[N:33]=3)[CH2:39][CH2:40]2)[C:19]2[CH:18]=[CH:17][CH:16]=[CH:15][C:14]=2[C:13]2[C:8]1=[CH:9][CH:10]=[CH:11][CH:12]=2)=[O:6].